From a dataset of Forward reaction prediction with 1.9M reactions from USPTO patents (1976-2016). Predict the product of the given reaction. (1) Given the reactants [CH2:1]([O:3][C:4](=[O:13])[C:5]1[CH:10]=[CH:9][C:8]([NH2:11])=[C:7]([NH2:12])[CH:6]=1)[CH3:2].[Cl:14][C:15]1[CH:20]=[CH:19][CH:18]=[C:17]([Cl:21])[C:16]=1[N:22]=[C:23]=S.CC(C)N=C=NC(C)C, predict the reaction product. The product is: [CH2:1]([O:3][C:4]([C:5]1[CH:10]=[CH:9][C:8]2[NH:11][C:23]([NH:22][C:16]3[C:15]([Cl:14])=[CH:20][CH:19]=[CH:18][C:17]=3[Cl:21])=[N:12][C:7]=2[CH:6]=1)=[O:13])[CH3:2]. (2) Given the reactants [OH:1][C:2]12[C:13]3[C:8](=[CH:9][CH:10]=[CH:11][C:12]=3[N+:14]([O-])=O)[C:7](=[O:17])[C:6]1([NH:18][C:19]([C:21]1[CH:26]=[CH:25][C:24]([C:27]3[CH:32]=[CH:31][CH:30]=[CH:29][CH:28]=3)=[CH:23][CH:22]=1)=[O:20])[C:5]1[CH:33]=[CH:34][C:35]([CH:37]([CH3:39])[CH3:38])=[CH:36][C:4]=1[O:3]2, predict the reaction product. The product is: [NH2:14][C:12]1[CH:11]=[CH:10][CH:9]=[C:8]2[C:13]=1[C:2](=[O:1])[C:6]1([NH:18][C:19]([C:21]3[CH:26]=[CH:25][C:24]([C:27]4[CH:28]=[CH:29][CH:30]=[CH:31][CH:32]=4)=[CH:23][CH:22]=3)=[O:20])[C:5]3[CH:33]=[CH:34][C:35]([CH:37]([CH3:39])[CH3:38])=[CH:36][C:4]=3[O:3][C:7]12[OH:17]. (3) The product is: [CH3:24][N:6]1[C:2]([CH3:1])([CH:18]2[CH2:22][CH2:21][CH2:20][CH:19]2[CH3:23])[C:3](=[O:17])[N:4]([CH2:8][C:9](=[O:16])[C:10]2[CH:11]=[CH:12][CH:13]=[CH:14][CH:15]=2)[C:5]1=[O:7]. Given the reactants [CH3:1][C:2]1([CH:18]2[CH2:22][CH2:21][CH2:20][CH:19]2[CH3:23])[NH:6][C:5](=[O:7])[N:4]([CH2:8][C:9](=[O:16])[C:10]2[CH:15]=[CH:14][CH:13]=[CH:12][CH:11]=2)[C:3]1=[O:17].[CH3:24]I, predict the reaction product.